This data is from NCI-60 drug combinations with 297,098 pairs across 59 cell lines. The task is: Regression. Given two drug SMILES strings and cell line genomic features, predict the synergy score measuring deviation from expected non-interaction effect. (1) Drug 1: CC1=C(N=C(N=C1N)C(CC(=O)N)NCC(C(=O)N)N)C(=O)NC(C(C2=CN=CN2)OC3C(C(C(C(O3)CO)O)O)OC4C(C(C(C(O4)CO)O)OC(=O)N)O)C(=O)NC(C)C(C(C)C(=O)NC(C(C)O)C(=O)NCCC5=NC(=CS5)C6=NC(=CS6)C(=O)NCCC[S+](C)C)O. Drug 2: CN1C2=C(C=C(C=C2)N(CCCl)CCCl)N=C1CCCC(=O)O.Cl. Cell line: COLO 205. Synergy scores: CSS=13.9, Synergy_ZIP=-4.43, Synergy_Bliss=-2.07, Synergy_Loewe=-20.6, Synergy_HSA=-1.56. (2) Drug 1: C1CCC(C1)C(CC#N)N2C=C(C=N2)C3=C4C=CNC4=NC=N3. Drug 2: C1=CC(=CC=C1C#N)C(C2=CC=C(C=C2)C#N)N3C=NC=N3. Cell line: HL-60(TB). Synergy scores: CSS=-8.38, Synergy_ZIP=6.44, Synergy_Bliss=4.38, Synergy_Loewe=-4.28, Synergy_HSA=-7.00. (3) Drug 1: C1C(C(OC1N2C=NC3=C(N=C(N=C32)Cl)N)CO)O. Drug 2: C1=NC(=NC(=O)N1C2C(C(C(O2)CO)O)O)N. Cell line: HT29. Synergy scores: CSS=31.6, Synergy_ZIP=4.43, Synergy_Bliss=9.82, Synergy_Loewe=5.28, Synergy_HSA=10.4. (4) Drug 1: C1=C(C(=O)NC(=O)N1)F. Drug 2: CN1C2=C(C=C(C=C2)N(CCCl)CCCl)N=C1CCCC(=O)O.Cl. Cell line: HOP-92. Synergy scores: CSS=17.5, Synergy_ZIP=0.496, Synergy_Bliss=-5.38, Synergy_Loewe=-3.32, Synergy_HSA=-0.680. (5) Drug 1: CC1=CC=C(C=C1)C2=CC(=NN2C3=CC=C(C=C3)S(=O)(=O)N)C(F)(F)F. Drug 2: CC(C)CN1C=NC2=C1C3=CC=CC=C3N=C2N. Cell line: HS 578T. Synergy scores: CSS=4.41, Synergy_ZIP=-5.47, Synergy_Bliss=-10.6, Synergy_Loewe=-7.32, Synergy_HSA=-6.61.